This data is from HIV replication inhibition screening data with 41,000+ compounds from the AIDS Antiviral Screen. The task is: Binary Classification. Given a drug SMILES string, predict its activity (active/inactive) in a high-throughput screening assay against a specified biological target. The drug is Cc1cc(C)n(-c2nsc3ccccc23)n1. The result is 0 (inactive).